Dataset: CYP2C19 inhibition data for predicting drug metabolism from PubChem BioAssay. Task: Regression/Classification. Given a drug SMILES string, predict its absorption, distribution, metabolism, or excretion properties. Task type varies by dataset: regression for continuous measurements (e.g., permeability, clearance, half-life) or binary classification for categorical outcomes (e.g., BBB penetration, CYP inhibition). Dataset: cyp2c19_veith. The compound is CC1CCCC(NC(=O)C2CCN(S(=O)(=O)N3CCOCC3)CC2)C1C. The result is 0 (non-inhibitor).